Task: Predict the reactants needed to synthesize the given product.. Dataset: Full USPTO retrosynthesis dataset with 1.9M reactions from patents (1976-2016) (1) The reactants are: [F:1][C:2]1[CH:7]=[CH:6][C:5]([CH3:8])=[CH:4][C:3]=1[NH:9][C:10]([NH:12][C:13]1[CH:34]=[CH:33][C:16]([O:17][C:18]2[CH:23]=[CH:22][N:21]=[C:20]([C:24]3[CH:25]=[C:26]([C:29]([O:31]C)=[O:30])[S:27][CH:28]=3)[CH:19]=2)=[CH:15][CH:14]=1)=[O:11].[OH-].[Na+].Cl. Given the product [F:1][C:2]1[CH:7]=[CH:6][C:5]([CH3:8])=[CH:4][C:3]=1[NH:9][C:10]([NH:12][C:13]1[CH:14]=[CH:15][C:16]([O:17][C:18]2[CH:23]=[CH:22][N:21]=[C:20]([C:24]3[CH:25]=[C:26]([C:29]([OH:31])=[O:30])[S:27][CH:28]=3)[CH:19]=2)=[CH:33][CH:34]=1)=[O:11], predict the reactants needed to synthesize it. (2) Given the product [F:12][C:7]1[CH:6]=[C:5]([N:13]2[CH2:14][CH2:15][O:16][CH2:17][CH2:18]2)[CH:4]=[C:3]([F:2])[C:8]=1[NH2:9], predict the reactants needed to synthesize it. The reactants are: Cl.[F:2][C:3]1[CH:4]=[C:5]([N:13]2[CH2:18][CH2:17][O:16][CH2:15][CH2:14]2)[CH:6]=[C:7]([F:12])[C:8]=1[N+:9]([O-])=O.